From a dataset of Catalyst prediction with 721,799 reactions and 888 catalyst types from USPTO. Predict which catalyst facilitates the given reaction. (1) Reactant: [CH3:1][N:2]1[C:6]([CH3:7])=[CH:5][C:4]([C:8]2[O:12][N:11]=[C:10]([C:13]([OH:15])=O)[N:9]=2)=[N:3]1.[NH2:16][C@@H:17]([CH3:34])[CH2:18][N:19]1[CH:23]=[CH:22][C:21]([C:24]2[CH:31]=[C:30]([F:32])[C:27]([C:28]#[N:29])=[C:26]([Cl:33])[CH:25]=2)=[N:20]1.CN(C=O)C. Product: [Cl:33][C:26]1[CH:25]=[C:24]([C:21]2[CH:22]=[CH:23][N:19]([CH2:18][C@@H:17]([NH:16][C:13]([C:10]3[N:9]=[C:8]([C:4]4[CH:5]=[C:6]([CH3:7])[N:2]([CH3:1])[N:3]=4)[O:12][N:11]=3)=[O:15])[CH3:34])[N:20]=2)[CH:31]=[C:30]([F:32])[C:27]=1[C:28]#[N:29]. The catalyst class is: 238. (2) Reactant: [C:1]([O:5][C:6]([NH:8][C:9]([NH2:11])=[S:10])=[O:7])([CH3:4])([CH3:3])[CH3:2].Br[CH2:13][C:14](=O)[S:15][CH3:16]. Product: [CH3:16][S:15][C:14]1[N:11]=[C:9]([NH:8][C:6](=[O:7])[O:5][C:1]([CH3:4])([CH3:2])[CH3:3])[S:10][CH:13]=1. The catalyst class is: 8. (3) Reactant: [OH:1][C:2]1[CH:11]=[CH:10][C:9]([N+:12]([O-:14])=[O:13])=[CH:8][C:3]=1[C:4]([O:6][CH3:7])=[O:5].[Cl:15][C:16]1[CH:21]=[CH:20][C:19]([CH:22]([C:24]2[CH:29]=[CH:28][CH:27]=[CH:26][C:25]=2[F:30])O)=[CH:18][CH:17]=1.C1(C)C=CC=CC=1.C1(P(C2C=CC=CC=2)C2C=CC=CC=2)C=CC=CC=1. Product: [Cl:15][C:16]1[CH:17]=[CH:18][C:19]([CH:22]([C:24]2[CH:29]=[CH:28][CH:27]=[CH:26][C:25]=2[F:30])[O:1][C:2]2[CH:11]=[CH:10][C:9]([N+:12]([O-:14])=[O:13])=[CH:8][C:3]=2[C:4]([O:6][CH3:7])=[O:5])=[CH:20][CH:21]=1. The catalyst class is: 10. (4) Reactant: F[C:2]1[CH:15]=[CH:14][C:5]([C:6]([C:8]2[CH:13]=[CH:12][CH:11]=[CH:10][CH:9]=2)=[O:7])=[CH:4][CH:3]=1.[NH:16]1[CH2:21][CH2:20][NH:19][CH2:18][CH2:17]1.C(=O)([O-])[O-].[K+].[K+].CS(C)=O. Product: [N:16]1([C:2]2[CH:15]=[CH:14][C:5]([C:6]([C:8]3[CH:13]=[CH:12][CH:11]=[CH:10][CH:9]=3)=[O:7])=[CH:4][CH:3]=2)[CH2:21][CH2:20][NH:19][CH2:18][CH2:17]1. The catalyst class is: 6. (5) Reactant: C([O:3][C:4]([C:6]1([Cl:26])[CH2:10][CH2:9][N:8]([CH2:11][C:12]2[CH:17]=[CH:16][CH:15]=[C:14]([O:18][C:19]3[CH:24]=[CH:23][CH:22]=[CH:21][CH:20]=3)[CH:13]=2)[C:7]1=[O:25])=[O:5])C.[OH-].[Na+]. Product: [Cl:26][C:6]1([C:4]([OH:5])=[O:3])[CH2:10][CH2:9][N:8]([CH2:11][C:12]2[CH:17]=[CH:16][CH:15]=[C:14]([O:18][C:19]3[CH:24]=[CH:23][CH:22]=[CH:21][CH:20]=3)[CH:13]=2)[C:7]1=[O:25]. The catalyst class is: 7. (6) The catalyst class is: 62. Product: [CH:21]1([C@@H:16]([NH:15][C:14]2[C:6]3[C:5]4[CH:4]=[CH:3][C:2]([B:27]5[O:31][C:30]([CH3:33])([CH3:32])[C:29]([CH3:35])([CH3:34])[O:28]5)=[CH:10][C:9]=4[NH:8][C:7]=3[C:11]([C:24]([NH2:26])=[O:25])=[CH:12][N:13]=2)[C:17]([F:20])([F:19])[F:18])[CH2:23][CH2:22]1. Reactant: Cl[C:2]1[CH:3]=[CH:4][C:5]2[C:6]3[C:14]([NH:15][C@H:16]([CH:21]4[CH2:23][CH2:22]4)[C:17]([F:20])([F:19])[F:18])=[N:13][CH:12]=[C:11]([C:24]([NH2:26])=[O:25])[C:7]=3[NH:8][C:9]=2[CH:10]=1.[B:27]1([B:27]2[O:31][C:30]([CH3:33])([CH3:32])[C:29]([CH3:35])([CH3:34])[O:28]2)[O:31][C:30]([CH3:33])([CH3:32])[C:29]([CH3:35])([CH3:34])[O:28]1.C1(P(C2CCCCC2)C2CCCCC2)CCCCC1.C([O-])(=O)C.[K+].